From a dataset of Peptide-MHC class I binding affinity with 185,985 pairs from IEDB/IMGT. Regression. Given a peptide amino acid sequence and an MHC pseudo amino acid sequence, predict their binding affinity value. This is MHC class I binding data. (1) The peptide sequence is REQASYLYV. The MHC is HLA-A26:02 with pseudo-sequence HLA-A26:02. The binding affinity (normalized) is 0.0847. (2) The peptide sequence is TMERTNDLTA. The MHC is HLA-A02:03 with pseudo-sequence HLA-A02:03. The binding affinity (normalized) is 0.305. (3) The peptide sequence is QSISIADII. The MHC is H-2-Kb with pseudo-sequence H-2-Kb. The binding affinity (normalized) is 0.180.